This data is from Full USPTO retrosynthesis dataset with 1.9M reactions from patents (1976-2016). The task is: Predict the reactants needed to synthesize the given product. (1) The reactants are: S(=O)(=O)(O)O.[N:6]1[CH:11]=[CH:10][CH:9]=[N:8][C:7]=1[N:12]1[CH2:17][CH2:16][NH:15][CH2:14][CH2:13]1.II.[I:20](O)(=O)(=O)=O. Given the product [N:12]1([C:7]2[N:8]=[CH:9][C:10]([I:20])=[CH:11][N:6]=2)[CH2:17][CH2:16][NH:15][CH2:14][CH2:13]1, predict the reactants needed to synthesize it. (2) Given the product [CH2:1]([C:5]1[N:6]([C:16]2[CH:17]=[CH:18][C:19]([CH2:22][CH2:23][N:24]([S:28]([C:31]3[CH:32]=[CH:33][C:34]([CH3:37])=[CH:35][CH:36]=3)(=[O:29])=[O:30])[C:25](=[O:26])[O-:27])=[CH:20][CH:21]=2)[C:7]2[CH:12]=[C:11]([CH3:13])[N:10]=[C:9]([CH3:14])[C:8]=2[N:15]=1)[CH2:2][CH2:3][CH3:4].[CH3:38][C:39]1[CH:44]=[CH:43][C:42]([S:45]([OH:48])(=[O:47])=[O:46])=[CH:41][CH:40]=1, predict the reactants needed to synthesize it. The reactants are: [CH2:1]([C:5]1[N:6]([C:16]2[CH:21]=[CH:20][C:19]([CH2:22][CH2:23][N:24]([S:28]([C:31]3[CH:36]=[CH:35][C:34]([CH3:37])=[CH:33][CH:32]=3)(=[O:30])=[O:29])[C:25](=[O:27])[O-:26])=[CH:18][CH:17]=2)[C:7]2[CH:12]=[C:11]([CH3:13])[N:10]=[C:9]([CH3:14])[C:8]=2[N:15]=1)[CH2:2][CH2:3][CH3:4].[CH3:38][C:39]1[CH:40]=[CH:41][C:42]([S:45]([OH:48])(=[O:47])=[O:46])=[CH:43][CH:44]=1. (3) Given the product [Cl:11][C:12]1[CH:17]=[CH:16][C:15]([C:18]([CH3:29])([CH3:28])[CH2:19][C:20]([OH:27])([C:23]([F:26])([F:25])[F:24])[CH:21]=[O:22])=[C:14]([O:30][CH3:31])[CH:13]=1, predict the reactants needed to synthesize it. The reactants are: C(Cl)(=O)C(Cl)=O.CS(C)=O.[Cl:11][C:12]1[CH:17]=[CH:16][C:15]([C:18]([CH3:29])([CH3:28])[CH2:19][C:20]([OH:27])([C:23]([F:26])([F:25])[F:24])[CH2:21][OH:22])=[C:14]([O:30][CH3:31])[CH:13]=1.C(N(CC)CC)C. (4) Given the product [CH3:1][N:2]([CH3:19])[C@@H:3]1[CH2:7][CH2:6][N:5]([CH2:8][C:9]2[CH:18]=[CH:17][C:12]([C:13]([OH:15])=[O:14])=[CH:11][CH:10]=2)[CH2:4]1, predict the reactants needed to synthesize it. The reactants are: [CH3:1][N:2]([CH3:19])[C@@H:3]1[CH2:7][CH2:6][N:5]([CH2:8][C:9]2[CH:18]=[CH:17][C:12]([C:13]([O:15]C)=[O:14])=[CH:11][CH:10]=2)[CH2:4]1. (5) Given the product [CH3:1][CH:2]([O:4][C:5]1[C:6]2[CH2:7][CH2:8][CH2:9][C:10](=[O:15])[NH:16][C:11]=2[CH:12]=[CH:13][CH:14]=1)[CH3:3], predict the reactants needed to synthesize it. The reactants are: [CH3:1][CH:2]([O:4][C:5]1[CH:14]=[CH:13][CH:12]=[C:11]2[C:6]=1[CH2:7][CH2:8][CH2:9][C:10]2=[O:15])[CH3:3].[N-:16]=[N+]=[N-].[Na+].O.C(=O)([O-])[O-].[K+].[K+]. (6) Given the product [OH:39][C:31]1[CH:30]=[C:29]2[C:28](=[CH:33][C:32]=1[O:38][CH3:37])[CH2:27][N:20]([CH2:19][C:18]1[CH:23]=[C:24]([O:25][CH3:26])[C:15]([O:14][CH3:7])=[CH:16][C:17]=1[O:5][CH3:4])[CH2:21][CH2:22]2, predict the reactants needed to synthesize it. The reactants are: CCO[C:4](C)=[O:5].[CH2:7]([O:14][C:15]1[CH:16]=[C:17]2[C:22](=[CH:23][C:24]=1[O:25][CH3:26])[CH2:21][N:20]([CH2:27][C:28]1[CH:33]=[CH:32][CH:31]=[C:30]([N+]([O-])=O)[CH:29]=1)[CH2:19][CH2:18]2)C1C=CC=CC=1.[CH3:37][OH:38].[OH2:39].